This data is from Forward reaction prediction with 1.9M reactions from USPTO patents (1976-2016). The task is: Predict the product of the given reaction. (1) Given the reactants [CH3:1]/[C:2](=[CH:6]\[CH3:7])/[C:3](O)=[O:4].CN1CCOCC1.ClC(OCC(C)C)=O.Cl.[CH3:24][O:25][C:26](=[O:29])[CH2:27][NH2:28], predict the reaction product. The product is: [CH3:24][O:25][C:26](=[O:29])[CH2:27][NH:28][C:3](=[O:4])/[C:2](/[CH3:1])=[CH:6]/[CH3:7]. (2) Given the reactants [OH:1][CH:2]([C:13]1[CH:18]=[CH:17][CH:16]=[C:15]([NH:19][C:20](=[O:28])[CH:21]([CH2:25][CH2:26][CH3:27])[CH2:22][CH2:23][CH3:24])[CH:14]=1)[CH2:3][CH2:4][NH:5][C:6](=[O:12])[O:7][C:8]([CH3:11])([CH3:10])[CH3:9].C1C=C[NH+]=CC=1.[O-][Cr](Cl)(=O)=O, predict the reaction product. The product is: [O:1]=[C:2]([C:13]1[CH:18]=[CH:17][CH:16]=[C:15]([NH:19][C:20](=[O:28])[CH:21]([CH2:25][CH2:26][CH3:27])[CH2:22][CH2:23][CH3:24])[CH:14]=1)[CH2:3][CH2:4][NH:5][C:6](=[O:12])[O:7][C:8]([CH3:10])([CH3:11])[CH3:9]. (3) Given the reactants [Br:1][C:2]1[CH:3]=[CH:4][C:5]([C:8]([CH3:14])([CH3:13])[C:9]([O:11]C)=[O:10])=[N:6][CH:7]=1.B(Br)(Br)Br, predict the reaction product. The product is: [Br:1][C:2]1[CH:3]=[CH:4][C:5]([C:8]([CH3:14])([CH3:13])[C:9]([OH:11])=[O:10])=[N:6][CH:7]=1. (4) Given the reactants [CH3:1][O:2][C:3](=[O:19])[C@H:4]([CH2:13][CH2:14][C:15]([O:17][CH3:18])=[O:16])[NH:5][C:6]([O:8][C:9]([CH3:12])([CH3:11])[CH3:10])=[O:7].[Li].C[Si]([N-][Si](C)(C)C)(C)C.[I:30][CH2:31][CH2:32][CH2:33][CH2:34][CH2:35][CH2:36]I, predict the reaction product. The product is: [CH3:1][O:2][C:3](=[O:19])[C@@H:4]([NH:5][C:6]([O:8][C:9]([CH3:11])([CH3:12])[CH3:10])=[O:7])[CH2:13][C@H:14]([CH2:36][CH2:35][CH2:34][CH2:33][CH2:32][CH2:31][I:30])[C:15]([O:17][CH3:18])=[O:16]. (5) Given the reactants [CH3:1][N:2]1[CH2:7][C:6]([C:8]2[CH:13]=[CH:12][CH:11]=[CH:10][CH:9]=2)=[C:5]([CH2:14]O)[CH2:4][CH2:3]1.O=S(Cl)[Cl:18], predict the reaction product. The product is: [Cl:18][CH2:14][C:5]1[CH2:4][CH2:3][N:2]([CH3:1])[CH2:7][C:6]=1[C:8]1[CH:13]=[CH:12][CH:11]=[CH:10][CH:9]=1.[ClH:18]. (6) Given the reactants [CH3:1][O:2][C:3](=[O:12])[C:4]1[CH:9]=[CH:8][C:7]([NH2:10])=[C:6]([NH2:11])[CH:5]=1.[Cl:13][C:14]1[CH:21]=[CH:20][CH:19]=[C:18]([Cl:22])[C:15]=1[CH:16]=O.O.OOS([O-])=O.[K+], predict the reaction product. The product is: [CH3:1][O:2][C:3]([C:4]1[CH:9]=[CH:8][C:7]2[N:10]=[C:16]([C:15]3[C:14]([Cl:13])=[CH:21][CH:20]=[CH:19][C:18]=3[Cl:22])[NH:11][C:6]=2[CH:5]=1)=[O:12].